Task: Predict the product of the given reaction.. Dataset: Forward reaction prediction with 1.9M reactions from USPTO patents (1976-2016) (1) Given the reactants NCCC[CH:5]([NH2:9])[CH2:6][CH2:7][NH2:8].[CH:10](=O)[CH3:11], predict the reaction product. The product is: [NH2:8][CH2:7][CH2:6][CH2:5][N:9]1[CH2:5][CH2:6][CH2:7][NH:8][CH:10]1[CH3:11]. (2) Given the reactants [C:1]([O:5][C:6]([N:8]1[CH2:13][CH2:12][CH:11]([C:14]2[CH:19]=[CH:18][C:17](Br)=[CH:16][N:15]=2)[CH2:10][CH2:9]1)=[O:7])([CH3:4])([CH3:3])[CH3:2].[CH3:21][C:22]1[CH:27]=[C:26](B(O)O)[CH:25]=[CH:24][N:23]=1.C([O-])([O-])=O.[Na+].[Na+], predict the reaction product. The product is: [C:1]([O:5][C:6]([N:8]1[CH2:13][CH2:12][CH:11]([C:14]2[CH:19]=[CH:18][C:17]([C:26]3[CH:25]=[CH:24][N:23]=[C:22]([CH3:21])[CH:27]=3)=[CH:16][N:15]=2)[CH2:10][CH2:9]1)=[O:7])([CH3:4])([CH3:3])[CH3:2].